This data is from Full USPTO retrosynthesis dataset with 1.9M reactions from patents (1976-2016). The task is: Predict the reactants needed to synthesize the given product. (1) The reactants are: [Br:1][C:2]1[C:22]([F:23])=[CH:21][C:5]2[O:6][C:7]3[C:19]([F:20])=[CH:18][CH:17]=[CH:16][C:8]=3[C@H:9]3[C@H:14]([NH2:15])[CH2:13][CH2:12][CH2:11][N:10]3[C:4]=2[CH:3]=1.[CH3:24][C:25]1([CH3:39])[C@@H:31]([C:32]2[CH:37]=[CH:36][CH:35]=[CH:34][CH:33]=2)[O:30][P:28]([OH:38])(=[O:29])[O:27][CH2:26]1.C(O)C. Given the product [OH:38][P:28]1(=[O:29])[O:30][C@@H:31]([C:32]2[CH:37]=[CH:36][CH:35]=[CH:34][CH:33]=2)[C:25]([CH3:24])([CH3:39])[CH2:26][O:27]1.[Br:1][C:2]1[C:22]([F:23])=[CH:21][C:5]2[O:6][C:7]3[C:19]([F:20])=[CH:18][CH:17]=[CH:16][C:8]=3[C@H:9]3[C@H:14]([NH2:15])[CH2:13][CH2:12][CH2:11][N:10]3[C:4]=2[CH:3]=1, predict the reactants needed to synthesize it. (2) The reactants are: [C:1]([C:3]1[C:4]([N:21]2[CH2:26][CH2:25][CH:24]([C:27]([OH:29])=O)[CH2:23][CH2:22]2)=[N:5][C:6]([S:14][CH2:15][C:16]([O:18][CH2:19][CH3:20])=[O:17])=[C:7]([C:9]([O:11][CH2:12][CH3:13])=[O:10])[CH:8]=1)#[N:2].[Cl:30][C:31]1[CH:36]=[C:35]([Cl:37])[CH:34]=[CH:33][C:32]=1[CH2:38][S:39]([NH2:42])(=[O:41])=[O:40]. Given the product [C:1]([C:3]1[C:4]([N:21]2[CH2:26][CH2:25][CH:24]([C:27](=[O:29])[NH:42][S:39]([CH2:38][C:32]3[CH:33]=[CH:34][C:35]([Cl:37])=[CH:36][C:31]=3[Cl:30])(=[O:40])=[O:41])[CH2:23][CH2:22]2)=[N:5][C:6]([S:14][CH2:15][C:16]([O:18][CH2:19][CH3:20])=[O:17])=[C:7]([CH:8]=1)[C:9]([O:11][CH2:12][CH3:13])=[O:10])#[N:2], predict the reactants needed to synthesize it. (3) Given the product [CH:9]([C:4]1[CH:3]=[C:2]([B:19]([OH:24])[O:20][OH:16])[CH:7]=[CH:6][CH:5]=1)=[O:12], predict the reactants needed to synthesize it. The reactants are: Br[C:2]1[CH:7]=[CH:6][C:5](O)=[C:4]([CH:9]([O:12]C)OC)[CH:3]=1.CC[O:16]CC.[B:19]([O:24]C)(OC)[O:20]C. (4) Given the product [NH2:1][C:2]1[N:3]=[C:4]([Cl:11])[C:5]([CH:9]=[O:10])=[C:6]([NH:17][CH2:12][CH2:13][CH2:14][CH2:15][CH3:16])[N:7]=1, predict the reactants needed to synthesize it. The reactants are: [NH2:1][C:2]1[N:7]=[C:6](Cl)[C:5]([CH:9]=[O:10])=[C:4]([Cl:11])[N:3]=1.[CH2:12]([NH2:17])[CH2:13][CH2:14][CH2:15][CH3:16]. (5) Given the product [NH2:1][C:2]1[CH:3]=[C:4]([CH:8]=[CH:9][N:10]=1)[C:5]([NH:21][CH2:20][CH2:19][CH:18]([C:15]1[CH:14]=[CH:13][C:12]([F:11])=[CH:17][CH:16]=1)[C:22]1[CH:23]=[CH:24][C:25]([F:28])=[CH:26][CH:27]=1)=[O:7], predict the reactants needed to synthesize it. The reactants are: [NH2:1][C:2]1[CH:3]=[C:4]([CH:8]=[CH:9][N:10]=1)[C:5]([OH:7])=O.[F:11][C:12]1[CH:17]=[CH:16][C:15]([CH:18]([C:22]2[CH:27]=[CH:26][C:25]([F:28])=[CH:24][CH:23]=2)[CH2:19][CH2:20][NH2:21])=[CH:14][CH:13]=1. (6) Given the product [F:1][C:2]1[CH:3]=[C:4]([CH2:5][OH:6])[CH:7]=[CH:8][C:9]=1[C:10]1[S:11][C:12]2[C:17]([N:18]=1)=[CH:16][CH:15]=[C:14]([C:19]1([C:22]3[CH:23]=[CH:24][CH:25]=[CH:26][CH:27]=3)[CH2:20][CH2:21]1)[N:13]=2, predict the reactants needed to synthesize it. The reactants are: [F:1][C:2]1[CH:3]=[C:4]([CH:7]=[CH:8][C:9]=1[C:10]1[S:11][C:12]2[C:17]([N:18]=1)=[CH:16][CH:15]=[C:14]([C:19]1([C:22]3[CH:27]=[CH:26][CH:25]=[CH:24][CH:23]=3)[CH2:21][CH2:20]1)[N:13]=2)[CH:5]=[O:6].[BH4-].[Na+]. (7) Given the product [CH:1]1([C:5]2[N:6]=[C:7]([NH:10][C:11]([C:13]3[CH:33]=[CH:32][N:16]4[C:17](=[O:31])[C:18](/[CH:22]=[CH:23]/[C:24]([O:26][C:27]([CH3:28])([CH3:30])[CH3:29])=[O:25])=[C:19]([N:48]5[CH2:49][CH2:50][CH:51]([O:52][C:53]([NH2:55])=[O:54])[CH:46]([O:45][C:43]([NH2:42])=[O:44])[CH2:47]5)[N:20]=[C:15]4[CH:14]=3)=[O:12])[S:8][CH:9]=2)[CH2:4][CH2:3][CH2:2]1, predict the reactants needed to synthesize it. The reactants are: [CH:1]1([C:5]2[N:6]=[C:7]([NH:10][C:11]([C:13]3[CH:33]=[CH:32][N:16]4[C:17](=[O:31])[C:18](/[CH:22]=[CH:23]/[C:24]([O:26][C:27]([CH3:30])([CH3:29])[CH3:28])=[O:25])=[C:19](O)[N:20]=[C:15]4[CH:14]=3)=[O:12])[S:8][CH:9]=2)[CH2:4][CH2:3][CH2:2]1.C(NC(C)C)(C)C.Cl.[NH2:42][C:43]([O:45][CH:46]1[CH:51]([O:52][C:53]([NH2:55])=[O:54])[CH2:50][CH2:49][NH:48][CH2:47]1)=[O:44].O. (8) The reactants are: [CH:1]1([CH2:4][O:5][C:6]2[N:11]=[CH:10][C:9]([C:12]([O:14]CC)=[CH2:13])=[CH:8][N:7]=2)[CH2:3][CH2:2]1.[Br:17]N1C(=O)CCC1=O. Given the product [Br:17][CH2:14][C:12]([C:9]1[CH:8]=[N:7][C:6]([O:5][CH2:4][CH:1]2[CH2:3][CH2:2]2)=[N:11][CH:10]=1)=[O:13], predict the reactants needed to synthesize it.